From a dataset of Tyrosyl-DNA phosphodiesterase HTS with 341,365 compounds. Binary Classification. Given a drug SMILES string, predict its activity (active/inactive) in a high-throughput screening assay against a specified biological target. (1) The compound is O(C(=O)C12N(C(C3C1C(=O)N(C3=O)CC)c1cc(OC)c(cc1)c1ccc(OC)cc1)CCCC2)C. The result is 0 (inactive). (2) The molecule is Clc1ccc(OCc2n(c(SC(C(=O)N3CCNC3=O)C)nn2)Cc2occc2)cc1. The result is 0 (inactive). (3) The molecule is s1c2c(n3c(c2)c(=O)n(nc3CC)CC(=O)NCCCN(CC)CC)cc1CC. The result is 0 (inactive). (4) The drug is Clc1c(S(=O)(=O)N2CCCCCC2)cc(cc1)C(=O)NCCCN(C)C. The result is 0 (inactive). (5) The compound is O=c1[nH]c2c(cc1C(N1CCCc3c1cccc3)c1n(nnn1)Cc1ccccc1)cc1OCOc1c2. The result is 0 (inactive). (6) The molecule is O1C2C3[N+](C(C12)CC(OC(=O)C(CO)c1ccccc1)C3)(CCCC)C. The result is 0 (inactive). (7) The drug is S(=O)(=O)(N(CCc1ccccc1)CC(=O)NCc1ccc(cc1)C)c1ccc(OC)cc1. The result is 0 (inactive).